From a dataset of Forward reaction prediction with 1.9M reactions from USPTO patents (1976-2016). Predict the product of the given reaction. (1) The product is: [CH:7]1([C:10]2[CH:16]=[CH:15][C:13]([NH:14][C:4](=[O:5])[CH2:3][O:2][CH3:1])=[CH:12][CH:11]=2)[CH2:9][CH2:8]1. Given the reactants [CH3:1][O:2][CH2:3][C:4](Cl)=[O:5].[CH:7]1([C:10]2[CH:16]=[CH:15][C:13]([NH2:14])=[CH:12][CH:11]=2)[CH2:9][CH2:8]1.CCN(C(C)C)C(C)C, predict the reaction product. (2) Given the reactants [C:1]([O:5][CH:6]([C:10]1[C:19]([CH3:20])=[CH:18][C:17]2[C:12](=[CH:13][C:14]([C:21]#[C:22][C:23]3([OH:28])[CH2:27][CH2:26][CH2:25][CH2:24]3)=[CH:15][CH:16]=2)[C:11]=1[C:29]1[CH:34]=[CH:33][C:32]([Cl:35])=[CH:31][CH:30]=1)[C:7]([OH:9])=[O:8])([CH3:4])([CH3:3])[CH3:2], predict the reaction product. The product is: [C:1]([O:5][CH:6]([C:10]1[C:19]([CH3:20])=[CH:18][C:17]2[C:12](=[CH:13][C:14]([CH2:21][CH2:22][C:23]3([OH:28])[CH2:24][CH2:25][CH2:26][CH2:27]3)=[CH:15][CH:16]=2)[C:11]=1[C:29]1[CH:34]=[CH:33][C:32]([Cl:35])=[CH:31][CH:30]=1)[C:7]([OH:9])=[O:8])([CH3:4])([CH3:2])[CH3:3]. (3) The product is: [CH2:1]([CH:4]1[CH2:9][CH2:8][CH:7]([C:10]([OH:14])=[O:11])[CH2:6][CH2:5]1)[C:2]#[CH:3]. Given the reactants [CH2:1]([C@H:4]1[CH2:9][CH2:8][C@H:7]([CH2:10][OH:11])[CH2:6][CH2:5]1)[C:2]#[CH:3].C(OC1C(OC(=O)C)=C(I)C=CC=1)(=[O:14])C.CC1(C)N([O])C(C)(C)CCC1, predict the reaction product. (4) Given the reactants [NH:1]1[CH:5]=[C:4]([C:6]([OH:8])=O)[N:3]=[N:2]1.CCN(C(C)C)C(C)C.CN(C(ON1N=NC2C=CC=NC1=2)=[N+](C)C)C.F[P-](F)(F)(F)(F)F.[CH3:42][N:43]([CH3:69])[CH2:44][CH2:45][O:46][C:47](=[O:68])[C@@:48]([CH2:66][OH:67])([CH3:65])[CH2:49][C@H:50]([NH2:64])[CH2:51][C:52]1[CH:57]=[CH:56][C:55]([C:58]2[CH:63]=[CH:62][CH:61]=[CH:60][CH:59]=2)=[CH:54][CH:53]=1, predict the reaction product. The product is: [CH3:69][N:43]([CH3:42])[CH2:44][CH2:45][O:46][C:47](=[O:68])[C@@:48]([CH2:66][OH:67])([CH3:65])[CH2:49][C@H:50]([NH:64][C:6]([C:4]1[NH:3][N:2]=[N:1][CH:5]=1)=[O:8])[CH2:51][C:52]1[CH:53]=[CH:54][C:55]([C:58]2[CH:63]=[CH:62][CH:61]=[CH:60][CH:59]=2)=[CH:56][CH:57]=1.